Dataset: Catalyst prediction with 721,799 reactions and 888 catalyst types from USPTO. Task: Predict which catalyst facilitates the given reaction. (1) Reactant: C([O:8][CH2:9][CH:10]1[CH2:14][CH2:13][N:12]([CH3:15])[C:11]1=[O:16])C1C=CC=CC=1. Product: [OH:8][CH2:9][CH:10]1[CH2:14][CH2:13][N:12]([CH3:15])[C:11]1=[O:16]. The catalyst class is: 129. (2) Reactant: C1C=CC(P(C2C=CC=CC=2)C2C=CC=CC=2)=CC=1.[OH:20][C:21]1[CH:30]=[C:29]2[C:24]([CH:25]=[C:26]([C:35]([O:37][CH2:38][CH3:39])=[O:36])[CH:27]([C:31]([F:34])([F:33])[F:32])[O:28]2)=[CH:23][CH:22]=1.[CH2:40]([CH:42]([CH2:45][CH3:46])[CH2:43]O)[CH3:41].N(C(OCC)=O)=NC([O-])=O. Product: [CH2:40]([CH:42]([CH2:45][CH3:46])[CH2:43][O:20][C:21]1[CH:30]=[C:29]2[C:24]([CH:25]=[C:26]([C:35]([O:37][CH2:38][CH3:39])=[O:36])[CH:27]([C:31]([F:34])([F:32])[F:33])[O:28]2)=[CH:23][CH:22]=1)[CH3:41]. The catalyst class is: 1. (3) Reactant: Cl[CH2:2][C:3]1[CH:8]=[CH:7][C:6]([O:9][CH3:10])=[CH:5][CH:4]=1.[Br:11][C:12]1[CH:21]=[N:20][C:19]2[NH:18][C:17](=[O:22])[N:16]3[N:23]=[CH:24][N:25]=[C:15]3[C:14]=2[CH:13]=1.C(=O)([O-])[O-].[K+].[K+]. Product: [Br:11][C:12]1[CH:21]=[N:20][C:19]2[N:18]([CH2:2][C:3]3[CH:8]=[CH:7][C:6]([O:9][CH3:10])=[CH:5][CH:4]=3)[C:17](=[O:22])[N:16]3[N:23]=[CH:24][N:25]=[C:15]3[C:14]=2[CH:13]=1. The catalyst class is: 60. (4) Reactant: [CH:1]1([CH2:4][O:5][C:6]2[CH:14]=[CH:13][C:9]([C:10]([OH:12])=O)=[CH:8][CH:7]=2)[CH2:3][CH2:2]1.[C:15]([O:18][CH2:19][CH2:20][NH:21][C:22](=[O:37])[C@@H:23]([NH2:36])[CH2:24][C:25]1[CH:30]=[CH:29][C:28]([O:31][C:32]([F:35])([F:34])[F:33])=[CH:27][CH:26]=1)(=[O:17])[CH3:16].P(C#N)(OCC)(OCC)=O.C(N(CC)CC)C. Product: [C:15]([O:18][CH2:19][CH2:20][NH:21][C:22](=[O:37])[C@@H:23]([NH:36][C:10](=[O:12])[C:9]1[CH:8]=[CH:7][C:6]([O:5][CH2:4][CH:1]2[CH2:2][CH2:3]2)=[CH:14][CH:13]=1)[CH2:24][C:25]1[CH:30]=[CH:29][C:28]([O:31][C:32]([F:35])([F:33])[F:34])=[CH:27][CH:26]=1)(=[O:17])[CH3:16]. The catalyst class is: 399. (5) Reactant: C(N(CC)CC)C.[Cl:8][C:9]1[CH:10]=[C:11]2[C:15](=[CH:16][CH:17]=1)[N:14](C(OC(C)(C)C)=O)[CH:13]=[C:12]2[CH:25]=[O:26].[CH:27](=[N:34][C:35]1[CH:40]=[CH:39][CH:38]=[C:37]([O:41][CH3:42])[CH:36]=1)[C:28]1[CH:33]=[CH:32][CH:31]=[CH:30][CH:29]=1. Product: [Cl:8][C:9]1[CH:10]=[C:11]2[C:15](=[CH:16][CH:17]=1)[NH:14][CH:13]=[C:12]2[C:25](=[O:26])[CH:27]([NH:34][C:35]1[CH:40]=[CH:39][CH:38]=[C:37]([O:41][CH3:42])[CH:36]=1)[C:28]1[CH:29]=[CH:30][CH:31]=[CH:32][CH:33]=1. The catalyst class is: 433. (6) Reactant: [NH2:1][NH2:2].O[CH:4]([CH2:10][C:11]([C:13]1[CH:18]=[CH:17][C:16]([O:19][CH3:20])=[CH:15][CH:14]=1)=O)[C:5](OCC)=[O:6]. Product: [CH3:20][O:19][C:16]1[CH:17]=[CH:18][C:13]([C:11]2[N:2]=[N:1][C:5]([OH:6])=[CH:4][CH:10]=2)=[CH:14][CH:15]=1. The catalyst class is: 8. (7) Reactant: C(=O)([O-])[O-].[K+].[K+].CC(C)=O.[F:11][C:12]([F:21])([F:20])[C:13]1[CH:14]=[C:15]([OH:19])[CH:16]=[CH:17][CH:18]=1.Cl[CH2:23][C:24]([O:26][CH3:27])=[O:25]. Product: [F:11][C:12]([F:20])([F:21])[C:13]1[CH:14]=[C:15]([CH:16]=[CH:17][CH:18]=1)[O:19][CH2:23][C:24]([O:26][CH3:27])=[O:25]. The catalyst class is: 84. (8) Reactant: [CH3:1][N:2]1[CH:6]=[CH:5][N:4]=[C:3]1[CH2:7][N:8]1[C:16]2[C:11](=[CH:12][CH:13]=[CH:14][CH:15]=2)[CH:10]=[C:9]1[C:17]([OH:19])=O.C(N(C(C)C)CC)(C)C.[N:29]1[CH:34]=[CH:33][CH:32]=[C:31]([C:35]2([CH2:41][NH2:42])[CH2:40][CH2:39][CH2:38][CH2:37][CH2:36]2)[CH:30]=1.CN([P+](ON1N=NC2C=CC=CC1=2)(N(C)C)N(C)C)C.F[P-](F)(F)(F)(F)F. Product: [CH3:1][N:2]1[CH:6]=[CH:5][N:4]=[C:3]1[CH2:7][N:8]1[C:16]2[C:11](=[CH:12][CH:13]=[CH:14][CH:15]=2)[CH:10]=[C:9]1[C:17]([NH:42][CH2:41][C:35]1([C:31]2[CH:30]=[N:29][CH:34]=[CH:33][CH:32]=2)[CH2:36][CH2:37][CH2:38][CH2:39][CH2:40]1)=[O:19]. The catalyst class is: 18.